This data is from Forward reaction prediction with 1.9M reactions from USPTO patents (1976-2016). The task is: Predict the product of the given reaction. (1) The product is: [OH:8][CH2:9][CH2:10][CH2:11][N:12]([CH2:41][CH2:42][CH3:43])[C:13]([C:15]1=[CH:16][C:17]2[CH:27]=[CH:26][C:25]([C:28]3[CH:29]=[CH:30][C:31]([C:34]([N:36]4[CH2:37][CH2:38][CH2:39][CH2:40]4)=[O:35])=[CH:32][CH:33]=3)=[CH:24][C:18]=2[N:19]=[C:20]([NH:22][CH3:23])[CH2:21]1)=[O:14]. Given the reactants [Si]([O:8][CH2:9][CH2:10][CH2:11][N:12]([CH2:41][CH2:42][CH3:43])[C:13]([C:15]1=[CH:16][C:17]2[CH:27]=[CH:26][C:25]([C:28]3[CH:33]=[CH:32][C:31]([C:34]([N:36]4[CH2:40][CH2:39][CH2:38][CH2:37]4)=[O:35])=[CH:30][CH:29]=3)=[CH:24][C:18]=2[N:19]=[C:20]([NH:22][CH3:23])[CH2:21]1)=[O:14])(C(C)(C)C)(C)C.Cl, predict the reaction product. (2) Given the reactants Cl.[CH3:2][NH:3][O:4][CH3:5].[CH2:6](N(CC)CC)C.[Br:13][C:14]1[CH:15]=[CH:16][C:17]([Cl:23])=[C:18]([CH:22]=1)[C:19](O)=[O:20].O=C1N([ClH]P([ClH]N2CCOC2=O)=O)CCO1, predict the reaction product. The product is: [Br:13][C:14]1[CH:15]=[CH:16][C:17]([Cl:23])=[C:18]([C:19](=[O:20])[CH2:2][N:3]([O:4][CH3:5])[CH3:6])[CH:22]=1.